This data is from Peptide-MHC class II binding affinity with 134,281 pairs from IEDB. The task is: Regression. Given a peptide amino acid sequence and an MHC pseudo amino acid sequence, predict their binding affinity value. This is MHC class II binding data. (1) The peptide sequence is YCDMMSLNLTIVSVS. The MHC is HLA-DQA10301-DQB10302 with pseudo-sequence HLA-DQA10301-DQB10302. The binding affinity (normalized) is 0.180. (2) The peptide sequence is GIVDQCCTSICSLY. The MHC is H-2-IAb with pseudo-sequence H-2-IAb. The binding affinity (normalized) is 0.180.